From a dataset of Reaction yield outcomes from USPTO patents with 853,638 reactions. Predict the reaction yield, written as a fraction of the theoretical maximum amount of product (1.0 means a 100% yield; for example, 0.34 means a 34% yield). The reactants are [Br:1][C:2]1[CH:3]=[C:4]2[C:7](=[CH:8][CH:9]=1)[C:6](=[O:10])[CH2:5]2.[C:11]1([Mg]Br)[CH:16]=[CH:15][CH:14]=[CH:13][CH:12]=1. The catalyst is C(OCC)C. The product is [Br:1][C:2]1[CH:3]=[C:4]2[C:7](=[CH:8][CH:9]=1)[C:6]([C:11]1[CH:16]=[CH:15][CH:14]=[CH:13][CH:12]=1)([OH:10])[CH2:5]2. The yield is 0.750.